From a dataset of NCI-60 drug combinations with 297,098 pairs across 59 cell lines. Regression. Given two drug SMILES strings and cell line genomic features, predict the synergy score measuring deviation from expected non-interaction effect. Drug 1: CC1=C(C=C(C=C1)NC(=O)C2=CC=C(C=C2)CN3CCN(CC3)C)NC4=NC=CC(=N4)C5=CN=CC=C5. Drug 2: CC(C)NC(=O)C1=CC=C(C=C1)CNNC.Cl. Cell line: MALME-3M. Synergy scores: CSS=-4.74, Synergy_ZIP=1.91, Synergy_Bliss=-0.112, Synergy_Loewe=-2.85, Synergy_HSA=-3.67.